From a dataset of Forward reaction prediction with 1.9M reactions from USPTO patents (1976-2016). Predict the product of the given reaction. (1) Given the reactants [Br:1]Br.[CH3:3][O:4][C:5]1[CH:12]=[CH:11][CH:10]=[CH:9][C:6]=1[C:7]#[N:8], predict the reaction product. The product is: [Br:1][C:10]1[CH:11]=[CH:12][C:5]([O:4][CH3:3])=[C:6]([CH:9]=1)[C:7]#[N:8]. (2) Given the reactants C1(N[C:7]2[C:12]([CH3:13])=[C:11]([CH3:14])[N:10]=[C:9]([NH:15][CH2:16][C:17]3[CH:22]=[CH:21][CH:20]=[CH:19][N:18]=3)[N:8]=2)CCCC1.[NH2:23][C@H:24]1[CH2:29][CH2:28][C@H:27]([OH:30])[CH2:26][CH2:25]1, predict the reaction product. The product is: [CH3:13][C:12]1[C:7]([NH:23][C@H:24]2[CH2:29][CH2:28][C@H:27]([OH:30])[CH2:26][CH2:25]2)=[N:8][C:9]([NH:15][CH2:16][C:17]2[CH:22]=[CH:21][CH:20]=[CH:19][N:18]=2)=[N:10][C:11]=1[CH3:14]. (3) The product is: [ClH:9].[CH2:1]([NH:8][C:12](=[NH:15])[C:11]([CH3:17])([CH3:16])[CH3:10])[C:2]1[CH:7]=[CH:6][CH:5]=[CH:4][CH:3]=1. Given the reactants [CH2:1]([NH2:8])[C:2]1[CH:7]=[CH:6][CH:5]=[CH:4][CH:3]=1.[ClH:9].[CH3:10][C:11]([CH3:17])([CH3:16])[C:12](=[NH:15])OC, predict the reaction product. (4) Given the reactants [CH2:1]([N:8]1[CH2:13][CH2:12][C:11]([C:15]2[CH:20]=[CH:19][C:18]([CH2:21][CH2:22][OH:23])=[CH:17][CH:16]=2)(O)[CH2:10][CH2:9]1)[C:2]1[CH:7]=[CH:6][CH:5]=[CH:4][CH:3]=1.C1(C)C=CC(S(O)(=O)=O)=CC=1, predict the reaction product. The product is: [CH2:1]([N:8]1[CH2:9][CH:10]=[C:11]([C:15]2[CH:20]=[CH:19][C:18]([CH2:21][CH2:22][OH:23])=[CH:17][CH:16]=2)[CH2:12][CH2:13]1)[C:2]1[CH:3]=[CH:4][CH:5]=[CH:6][CH:7]=1. (5) Given the reactants Cl[CH2:2][CH2:3][NH:4][C:5](=[O:31])[C:6]1[CH:11]=[CH:10][C:9]([C:12]2[C:16]([S:17][C:18]3[CH:23]=[CH:22][C:21]([Cl:24])=[CH:20][CH:19]=3)=[CH:15][N:14]([C:25]3[CH:30]=[CH:29][CH:28]=[CH:27][CH:26]=3)[N:13]=2)=[CH:8][CH:7]=1.[OH-].[K+], predict the reaction product. The product is: [Cl:24][C:21]1[CH:20]=[CH:19][C:18]([S:17][C:16]2[C:12]([C:9]3[CH:10]=[CH:11][C:6]([C:5]4[O:31][CH2:2][CH2:3][N:4]=4)=[CH:7][CH:8]=3)=[N:13][N:14]([C:25]3[CH:30]=[CH:29][CH:28]=[CH:27][CH:26]=3)[CH:15]=2)=[CH:23][CH:22]=1. (6) The product is: [NH2:31][C:13]1[CH:14]=[C:15]([NH:18][C:19](=[O:30])[CH2:20][C:21]2[CH:22]=[C:23]([OH:29])[C:24]([OH:28])=[C:25]([OH:27])[CH:26]=2)[CH:16]=[CH:17][C:12]=1[C:6]1[O:5][C:4]([CH3:3])=[C:8]([C:9]([OH:11])=[O:10])[CH:7]=1. Given the reactants N#N.[CH3:3][C:4]1[O:5][C:6]([C:12]2[CH:17]=[CH:16][C:15]([NH:18][C:19](=[O:30])[CH2:20][C:21]3[CH:26]=[C:25]([OH:27])[C:24]([OH:28])=[C:23]([OH:29])[CH:22]=3)=[CH:14][C:13]=2[N+:31]([O-])=O)=[CH:7][C:8]=1[C:9]([OH:11])=[O:10], predict the reaction product. (7) Given the reactants Cl.[CH2:2]([NH2:4])[CH3:3].[F:5][C:6]1[CH:7]=[C:8]([CH:12]=[CH:13][C:14]=1[F:15])[C:9]([OH:11])=O, predict the reaction product. The product is: [F:5][C:6]1[CH:7]=[C:8]([CH:12]=[CH:13][C:14]=1[F:15])[C:9]([NH:4][CH2:2][CH3:3])=[O:11]. (8) Given the reactants [CH:1]1([C:4]2[NH:8][C:7]3[CH:9]=[C:10]([C:35]4[C:36]([CH3:41])=[N:37][O:38][C:39]=4[CH3:40])[CH:11]=[C:12]([C:13]([C:21]4[N:22]=[N:23][N:24](CC5C=CC(OC)=CC=5)[CH:25]=4)([C:15]4[CH:20]=[CH:19][CH:18]=[CH:17][N:16]=4)[OH:14])[C:6]=3[N:5]=2)[CH2:3][CH2:2]1.[C:42]([OH:48])([C:44]([F:47])([F:46])[F:45])=[O:43], predict the reaction product. The product is: [CH:1]1([C:4]2[NH:8][C:7]3[CH:9]=[C:10]([C:35]4[C:36]([CH3:41])=[N:37][O:38][C:39]=4[CH3:40])[CH:11]=[C:12]([C:13]([C:15]4[CH:20]=[CH:19][CH:18]=[CH:17][N:16]=4)([C:21]4[N:22]=[N:23][NH:24][CH:25]=4)[OH:14])[C:6]=3[N:5]=2)[CH2:2][CH2:3]1.[C:42]([OH:48])([C:44]([F:47])([F:46])[F:45])=[O:43].